Dataset: Full USPTO retrosynthesis dataset with 1.9M reactions from patents (1976-2016). Task: Predict the reactants needed to synthesize the given product. (1) Given the product [CH3:1][O:25][C:24]([C:10]1[NH:11][C:12]2[C:17]([C:9]=1[CH2:8][CH2:7][OH:6])=[CH:16][C:15]([CH2:18][N:19]1[CH:23]=[N:22][CH:21]=[N:20]1)=[CH:14][CH:13]=2)=[O:26], predict the reactants needed to synthesize it. The reactants are: [CH3:1]S(O)(=O)=O.[OH:6][CH2:7][CH2:8][C:9]1[C:17]2[C:12](=[CH:13][CH:14]=[C:15]([CH2:18][N:19]3[CH:23]=[N:22][CH:21]=[N:20]3)[CH:16]=2)[NH:11][C:10]=1[C:24]([OH:26])=[O:25]. (2) The reactants are: C(N(CC)CC)C.[CH3:8][O:9][C:10](=[O:33])[CH2:11][C@H:12]1[C:16]2[CH:17]=[CH:18][C:19]([O:21][C@H:22]3[C:30]4[C:25](=[C:26]([OH:32])[CH:27]=[CH:28][C:29]=4[F:31])[CH2:24][CH2:23]3)=[CH:20][C:15]=2[O:14][CH2:13]1.[C:34]1(B(O)O)[CH:39]=[CH:38][CH:37]=[CH:36][CH:35]=1. Given the product [CH3:8][O:9][C:10](=[O:33])[CH2:11][C@H:12]1[C:16]2[CH:17]=[CH:18][C:19]([O:21][C@H:22]3[C:30]4[C:25](=[C:26]([O:32][C:34]5[CH:39]=[CH:38][CH:37]=[CH:36][CH:35]=5)[CH:27]=[CH:28][C:29]=4[F:31])[CH2:24][CH2:23]3)=[CH:20][C:15]=2[O:14][CH2:13]1, predict the reactants needed to synthesize it.